Predict the reaction yield, written as a fraction of the theoretical maximum amount of product (1.0 means a 100% yield; for example, 0.34 means a 34% yield). From a dataset of Reaction yield outcomes from USPTO patents with 853,638 reactions. (1) The reactants are [Cl:1][C:2]1[CH:25]=[C:24]([Cl:26])[CH:23]=[CH:22][C:3]=1[CH2:4][O:5][C:6]1[CH:11]=[C:10]([O:12][CH2:13][CH2:14][O:15][CH3:16])[CH:9]=[CH:8][C:7]=1/[CH:17]=[CH:18]/[C:19]([OH:21])=O.CC1C=CC=C([N+]([O-])=O)C=1C(OC(=O)C1C([N+]([O-])=O)=CC=CC=1C)=O.[CH2:52]([S:57]([NH2:60])(=[O:59])=[O:58])[CH2:53][CH2:54][CH2:55][CH3:56].[Cl-].[NH4+]. The catalyst is C(#N)C.CN(C)C1C=CN=CC=1.C(N(CC)CC)C. The product is [Cl:1][C:2]1[CH:25]=[C:24]([Cl:26])[CH:23]=[CH:22][C:3]=1[CH2:4][O:5][C:6]1[CH:11]=[C:10]([O:12][CH2:13][CH2:14][O:15][CH3:16])[CH:9]=[CH:8][C:7]=1/[CH:17]=[CH:18]/[C:19]([NH:60][S:57]([CH2:52][CH2:53][CH2:54][CH2:55][CH3:56])(=[O:59])=[O:58])=[O:21]. The yield is 0.540. (2) The reactants are C[Si]([N-][Si](C)(C)C)(C)C.[Na+].[F:11][C:12]1[CH:17]=[C:16]([CH3:18])[CH:15]=[CH:14][N:13]=1.[C:19](OCC)(=[O:26])[C:20]1[CH:25]=[CH:24][CH:23]=[CH:22][CH:21]=1.Cl.[OH-].[Na+]. The catalyst is C1COCC1. The product is [F:11][C:12]1[CH:17]=[C:16]([CH2:18][C:19]([C:20]2[CH:25]=[CH:24][CH:23]=[CH:22][CH:21]=2)=[O:26])[CH:15]=[CH:14][N:13]=1. The yield is 0.720. (3) The reactants are [CH2:1]([O:8][CH2:9][CH2:10][NH2:11])[C:2]1[CH:7]=[CH:6][CH:5]=[CH:4][CH:3]=1.[N+:12]([C:15]1[CH:22]=[CH:21][CH:20]=[C:19]([N+]([O-])=O)[C:16]=1[C:17]#[N:18])([O-:14])=[O:13]. No catalyst specified. The product is [CH2:1]([O:8][CH2:9][CH2:10][NH:11][C:19]1[CH:20]=[CH:21][CH:22]=[C:15]([N+:12]([O-:14])=[O:13])[C:16]=1[C:17]#[N:18])[C:2]1[CH:7]=[CH:6][CH:5]=[CH:4][CH:3]=1. The yield is 0.770.